From a dataset of Reaction yield outcomes from USPTO patents with 853,638 reactions. Predict the reaction yield, written as a fraction of the theoretical maximum amount of product (1.0 means a 100% yield; for example, 0.34 means a 34% yield). (1) The reactants are Br[CH:2]1[CH2:6][CH2:5][N:4]([C:7]2[CH:12]=[CH:11][C:10]([O:13][CH2:14][O:15][CH2:16][CH2:17][Si:18]([CH3:21])([CH3:20])[CH3:19])=[C:9]([O:22][CH3:23])[CH:8]=2)[C:3]1=[O:24].C(=O)([O-])[O-].[Cs+].[Cs+].[C:31]1([C:38]2[CH:43]=[CH:42][CH:41]=[CH:40][CH:39]=2)[CH:36]=[CH:35][C:34]([OH:37])=[CH:33][CH:32]=1. The catalyst is C(#N)C. The product is [C:31]1([C:38]2[CH:43]=[CH:42][CH:41]=[CH:40][CH:39]=2)[CH:32]=[CH:33][C:34]([O:37][CH:2]2[CH2:6][CH2:5][N:4]([C:7]3[CH:12]=[CH:11][C:10]([O:13][CH2:14][O:15][CH2:16][CH2:17][Si:18]([CH3:21])([CH3:20])[CH3:19])=[C:9]([O:22][CH3:23])[CH:8]=3)[C:3]2=[O:24])=[CH:35][CH:36]=1. The yield is 0.531. (2) The reactants are [CH3:1][O:2][C:3]1[CH:4]=[C:5]([OH:12])[CH:6]=[CH:7][C:8]=1[N+:9]([O-:11])=[O:10].C([O-])([O-])=O.[K+].[K+].Cl[CH2:20][CH2:21][S:22][CH3:23]. The catalyst is CN(C=O)C.O. The product is [CH3:1][O:2][C:3]1[CH:4]=[C:5]([O:12][CH2:20][CH2:21][S:22][CH3:23])[CH:6]=[CH:7][C:8]=1[N+:9]([O-:11])=[O:10]. The yield is 0.350.